Dataset: Reaction yield outcomes from USPTO patents with 853,638 reactions. Task: Predict the reaction yield, written as a fraction of the theoretical maximum amount of product (1.0 means a 100% yield; for example, 0.34 means a 34% yield). (1) The reactants are N[C:2]1[CH:3]=[CH:4][C:5]([CH3:12])=[C:6]([CH:11]=1)[C:7]([O:9][CH3:10])=[O:8].Cl.N([O-])=O.[Na+].C([O-])(O)=O.[Na+].[C-]#N.[K+].[C:26]([Cu])#[N:27]. The catalyst is CO.O.CCOC(C)=O.O. The product is [C:26]([C:2]1[CH:3]=[CH:4][C:5]([CH3:12])=[C:6]([CH:11]=1)[C:7]([O:9][CH3:10])=[O:8])#[N:27]. The yield is 0.420. (2) The reactants are [CH3:1][C:2]1[N:7]=[C:6]([S:8][CH2:9][C:10]2[CH:11]=[N:12][CH:13]=[CH:14][CH:15]=2)[N:5]=[C:4]([OH:16])[CH:3]=1.[ClH:17].O1CCOCC1. The catalyst is CO. The product is [ClH:17].[CH3:1][C:2]1[N:7]=[C:6]([S:8][CH2:9][C:10]2[CH:11]=[N:12][CH:13]=[CH:14][CH:15]=2)[N:5]=[C:4]([OH:16])[CH:3]=1. The yield is 0.990. (3) The reactants are Cl.[O:2]=[C:3]1[NH:12][C:11]2[N:10]=[CH:9][C:8](/[CH:13]=[CH:14]/[C:15]([OH:17])=O)=[CH:7][C:6]=2[CH2:5][CH2:4]1.C1C=CC2N(O)N=NC=2C=1.CCN(C(C)C)C(C)C.[NH:37]1[CH2:42][CH2:41][CH:40]([CH2:43][CH2:44][OH:45])[CH2:39][CH2:38]1.CCN=C=NCCCN(C)C. The catalyst is CN(C=O)C. The product is [OH:45][CH2:44][CH2:43][CH:40]1[CH2:41][CH2:42][N:37]([C:15](=[O:17])/[CH:14]=[CH:13]/[C:8]2[CH:7]=[C:6]3[C:11](=[N:10][CH:9]=2)[NH:12][C:3](=[O:2])[CH2:4][CH2:5]3)[CH2:38][CH2:39]1. The yield is 0.550. (4) The reactants are [Cl:1][C:2]1[CH:7]=[CH:6][C:5]([C:8]2([C:12]([N:14]3[CH2:19][CH2:18][CH2:17][CH:16]([CH2:20]OS(C)(=O)=O)[CH2:15]3)=[O:13])[CH2:11][CH2:10][CH2:9]2)=[CH:4][CH:3]=1.[F:26][C:27]1[CH:32]=[CH:31][CH:30]=[CH:29][C:28]=1[N:33]1[CH2:38][CH2:37][NH:36][CH2:35][CH2:34]1.C(=O)([O-])[O-].[Cs+].[Cs+]. The yield is 0.460. The product is [Cl:1][C:2]1[CH:7]=[CH:6][C:5]([C:8]2([C:12]([N:14]3[CH2:19][CH2:18][CH2:17][CH:16]([CH2:20][N:36]4[CH2:35][CH2:34][N:33]([C:28]5[CH:29]=[CH:30][CH:31]=[CH:32][C:27]=5[F:26])[CH2:38][CH2:37]4)[CH2:15]3)=[O:13])[CH2:11][CH2:10][CH2:9]2)=[CH:4][CH:3]=1. No catalyst specified. (5) The reactants are Cl[C:2]1[N:3]=[C:4]([OH:12])[C:5]2[CH:11]=[CH:10][N:9]=[CH:8][C:6]=2[N:7]=1.[CH2:13]([N:21]1[C:29]2[C:24](=[CH:25][C:26]([OH:30])=[CH:27][CH:28]=2)[CH:23]=[CH:22]1)[CH2:14][C:15]1[CH:20]=[CH:19][CH:18]=[CH:17][CH:16]=1. No catalyst specified. The product is [CH2:13]([N:21]1[C:29]2[C:24](=[CH:25][C:26]([O:30][C:2]3[N:3]=[C:4]([OH:12])[C:5]4[CH:11]=[CH:10][N:9]=[CH:8][C:6]=4[N:7]=3)=[CH:27][CH:28]=2)[CH:23]=[CH:22]1)[CH2:14][C:15]1[CH:16]=[CH:17][CH:18]=[CH:19][CH:20]=1. The yield is 0.0600.